Dataset: Full USPTO retrosynthesis dataset with 1.9M reactions from patents (1976-2016). Task: Predict the reactants needed to synthesize the given product. (1) Given the product [C:24]([O:27][C:28]([N:10]1[C@H:9]([C:14]([OH:16])=[O:15])[CH2:8][C:7]2[C:12](=[CH:13][C:4]([N+:1]([O-:3])=[O:2])=[CH:5][CH:6]=2)[CH2:11]1)=[O:29])([CH3:26])([CH3:25])[CH3:23], predict the reactants needed to synthesize it. The reactants are: [N+:1]([C:4]1[CH:13]=[C:12]2[C:7]([CH2:8][C@@H:9]([C:14]([OH:16])=[O:15])[NH:10][CH2:11]2)=[CH:6][CH:5]=1)([O-:3])=[O:2].C([O-])([O-])=O.[K+].[K+].[CH3:23][C:24]([O:27][C:28](O[C:28]([O:27][C:24]([CH3:26])([CH3:25])[CH3:23])=[O:29])=[O:29])([CH3:26])[CH3:25].CCOC(C)=O.CCCCCCC. (2) Given the product [CH3:31][S:30][C:27]1[N:26]=[CH:25][C:24]2=[C:23]([O:32][CH2:33][O:34][CH2:35][CH2:36][Si:37]([CH3:40])([CH3:39])[CH3:38])[CH:22]=[C:21]([C:49]3[CH:54]=[CH:53][CH:52]=[CH:51][C:50]=3[NH:55][S:56]([CH3:59])(=[O:58])=[O:57])[N:29]2[N:28]=1, predict the reactants needed to synthesize it. The reactants are: C1(P(C2C=CC=CC=2)C2C=CC=CC=2)C=CC=CC=1.Br[C:21]1[N:29]2[C:24]([CH:25]=[N:26][C:27]([S:30][CH3:31])=[N:28]2)=[C:23]([O:32][CH2:33][O:34][CH2:35][CH2:36][Si:37]([CH3:40])([CH3:39])[CH3:38])[CH:22]=1.CC1(C)C(C)(C)OB([C:49]2[CH:54]=[CH:53][CH:52]=[CH:51][C:50]=2[NH:55][S:56]([CH3:59])(=[O:58])=[O:57])O1.CN(C)C=O.C(=O)([O-])[O-].[Na+].[Na+].O.